This data is from Reaction yield outcomes from USPTO patents with 853,638 reactions. The task is: Predict the reaction yield, written as a fraction of the theoretical maximum amount of product (1.0 means a 100% yield; for example, 0.34 means a 34% yield). (1) The catalyst is O. The yield is 0.840. The reactants are [CH3:1][O:2][C:3](=[O:19])[CH2:4][CH2:5][CH2:6][CH2:7][CH2:8][O:9][C:10]1[CH:15]=[CH:14][C:13]([N:16]=[C:17]=[O:18])=[CH:12][CH:11]=1.[CH2:20]([OH:23])[CH2:21][OH:22]. The product is [CH3:1][O:2][C:3](=[O:19])[CH2:4][CH2:5][CH2:6][CH2:7][CH2:8][O:9][C:10]1[CH:15]=[CH:14][C:13]([NH:16][C:17]([O:22][CH2:21][CH2:20][OH:23])=[O:18])=[CH:12][CH:11]=1. (2) The yield is 0.680. The reactants are [C:1]([NH:8][C:9]([NH2:11])=[S:10])([O:3][C:4]([CH3:7])([CH3:6])[CH3:5])=[O:2].[Cl:12][CH2:13][C:14]([CH2:16]Cl)=O.C([O-])(O)=O.[Na+]. The product is [C:1]([NH:8][C:9]1[S:10][CH:16]=[C:14]([CH2:13][Cl:12])[N:11]=1)([O:3][C:4]([CH3:6])([CH3:7])[CH3:5])=[O:2]. The catalyst is CC(C)=O. (3) The reactants are O[CH2:2][C:3]1[CH:12]=[N:11][C:10]2[N:9]3[CH2:13][CH2:14][S:15][CH2:16][C@H:8]3[C:7](=[O:17])[NH:6][C:5]=2[CH:4]=1.[I-].C(C[P+](C)(C)C)#N.C(N(C(C)C)C(C)C)C.[N:35]1([C:41]2[CH:48]=[CH:47][C:44]([C:45]#[N:46])=[CH:43][CH:42]=2)[CH2:40][CH2:39][NH:38][CH2:37][CH2:36]1. The catalyst is C(#N)CC. The product is [O:17]=[C:7]1[NH:6][C:5]2[CH:4]=[C:3]([CH2:2][N:38]3[CH2:37][CH2:36][N:35]([C:41]4[CH:42]=[CH:43][C:44]([C:45]#[N:46])=[CH:47][CH:48]=4)[CH2:40][CH2:39]3)[CH:12]=[N:11][C:10]=2[N:9]2[CH2:13][CH2:14][S:15][CH2:16][C@@H:8]12. The yield is 0.269.